This data is from Forward reaction prediction with 1.9M reactions from USPTO patents (1976-2016). The task is: Predict the product of the given reaction. (1) Given the reactants Cl[C:2]1[CH:7]=[C:6](F)[CH:5]=[CH:4][C:3]=1[CH2:9][C:10]([NH2:12])=O.[Br:13][C:14]1[CH:19]=[CH:18][C:17]([CH2:20][C:21]([NH2:23])=[O:22])=[CH:16][CH:15]=1, predict the reaction product. The product is: [C:9]1([C@H:20]2[C@H:20]([C:17]3[CH:16]=[CH:15][C:14]([Br:13])=[CH:19][CH:18]=3)[C:21](=[O:22])[NH:23][C:21]2=[O:22])[C:3]2=[C:4]3[C:5](=[CH:6][CH:7]=[CH:2]2)[CH2:19][CH2:14][CH2:15][N:12]3[CH:10]=1. (2) Given the reactants [NH2:1][C:2]1[CH:7]=[CH:6][C:5]([C:8]2[CH:9]=[C:10]3[C:14](=[CH:15][CH:16]=2)[C:13](=[O:17])[N:12]([C@@H:18]([CH:23]([CH3:25])[CH3:24])[C:19]([O:21][CH3:22])=[O:20])[CH2:11]3)=[CH:4][CH:3]=1.[C:26]([C:28]1[CH:33]=[CH:32][C:31]([S:34](Cl)(=[O:36])=[O:35])=[CH:30][CH:29]=1)#[N:27], predict the reaction product. The product is: [C:26]([C:28]1[CH:29]=[CH:30][C:31]([S:34]([NH:1][C:2]2[CH:7]=[CH:6][C:5]([C:8]3[CH:9]=[C:10]4[C:14](=[CH:15][CH:16]=3)[C:13](=[O:17])[N:12]([C@@H:18]([CH:23]([CH3:25])[CH3:24])[C:19]([O:21][CH3:22])=[O:20])[CH2:11]4)=[CH:4][CH:3]=2)(=[O:36])=[O:35])=[CH:32][CH:33]=1)#[N:27].